Dataset: Full USPTO retrosynthesis dataset with 1.9M reactions from patents (1976-2016). Task: Predict the reactants needed to synthesize the given product. (1) Given the product [Cl:1][C:2]1[CH:7]=[CH:6][C:5]([C@H:8]2[C@@H:12]([C:13]3[CH:14]=[CH:15][C:16]([Cl:19])=[CH:17][CH:18]=3)[N:11]([C:39]([Cl:41])=[O:40])[C:10]([C:20]3[CH:25]=[CH:24][C:23]([C:26]([C:27](=[O:28])[N:29]([CH2:32][CH3:33])[CH2:30][CH3:31])([CH3:35])[CH3:34])=[CH:22][C:21]=3[O:36][CH2:37][CH3:38])=[N:9]2)=[CH:4][CH:3]=1, predict the reactants needed to synthesize it. The reactants are: [Cl:1][C:2]1[CH:7]=[CH:6][C:5]([CH:8]2[CH:12]([C:13]3[CH:18]=[CH:17][C:16]([Cl:19])=[CH:15][CH:14]=3)[NH:11][C:10]([C:20]3[CH:25]=[CH:24][C:23]([C:26]([CH3:35])([CH3:34])[C:27]([N:29]([CH2:32][CH3:33])[CH2:30][CH3:31])=[O:28])=[CH:22][C:21]=3[O:36][CH2:37][CH3:38])=[N:9]2)=[CH:4][CH:3]=1.[C:39](Cl)([Cl:41])=[O:40]. (2) Given the product [NH2:2][C:3]1[C:12]2[N:13]=[C:14]([CH2:39][CH2:40][O:41][CH3:42])[N:15]([CH2:16][CH2:17][CH2:18][N:19]([CH2:24][C:25]3[CH:26]=[C:27]([CH:36]=[CH:37][CH:38]=3)[O:28][CH2:29][C:30]([O:32][CH:33]([CH3:35])[CH3:34])=[O:31])[C:20](=[O:23])[CH2:21][N:47]([CH2:46][CH2:45][O:44][CH3:43])[CH3:48])[C:11]=2[C:10]2[CH:9]=[CH:8][CH:7]=[CH:6][C:5]=2[N:4]=1, predict the reactants needed to synthesize it. The reactants are: Cl.[NH2:2][C:3]1[C:12]2[N:13]=[C:14]([CH2:39][CH2:40][O:41][CH3:42])[N:15]([CH2:16][CH2:17][CH2:18][N:19]([CH2:24][C:25]3[CH:26]=[C:27]([CH:36]=[CH:37][CH:38]=3)[O:28][CH2:29][C:30]([O:32][CH:33]([CH3:35])[CH3:34])=[O:31])[C:20](=[O:23])[CH2:21]Cl)[C:11]=2[C:10]2[CH:9]=[CH:8][CH:7]=[CH:6][C:5]=2[N:4]=1.[CH3:43][O:44][CH2:45][CH2:46][NH:47][CH3:48].